This data is from Full USPTO retrosynthesis dataset with 1.9M reactions from patents (1976-2016). The task is: Predict the reactants needed to synthesize the given product. (1) Given the product [NH2:4][C:5]1[C:10]2[C:11](=[O:31])[N:12]([C:16]3[CH:17]=[CH:18][C:19]([O:22][CH2:23][C:24]([CH3:29])([CH3:30])[C:25]([OH:27])=[O:26])=[N:20][CH:21]=3)[CH2:13][CH2:14][O:15][C:9]=2[N:8]=[CH:7][N:6]=1, predict the reactants needed to synthesize it. The reactants are: O.[OH-].[Li+].[NH2:4][C:5]1[C:10]2[C:11](=[O:31])[N:12]([C:16]3[CH:17]=[CH:18][C:19]([O:22][CH2:23][C:24]([CH3:30])([CH3:29])[C:25]([O:27]C)=[O:26])=[N:20][CH:21]=3)[CH2:13][CH2:14][O:15][C:9]=2[N:8]=[CH:7][N:6]=1. (2) Given the product [Si:22]([O:12][C:7]1[C:6]([CH:13]([CH3:14])[CH3:15])=[C:5]([O:16][CH2:17][C:18]([F:19])([F:21])[F:20])[C:4]2[C:9](=[CH:10][CH:11]=[C:2]([F:1])[CH:3]=2)[N:8]=1)([C:25]([CH3:28])([CH3:27])[CH3:26])([CH3:24])[CH3:23], predict the reactants needed to synthesize it. The reactants are: [F:1][C:2]1[CH:3]=[C:4]2[C:9](=[CH:10][CH:11]=1)[NH:8][C:7](=[O:12])[C:6]([CH:13]([CH3:15])[CH3:14])=[C:5]2[O:16][CH2:17][C:18]([F:21])([F:20])[F:19].[Si:22](Cl)([C:25]([CH3:28])([CH3:27])[CH3:26])([CH3:24])[CH3:23].C(N(CC)CC)C. (3) Given the product [CH3:1][C:2]1[C:11]2[CH:10]=[N:9][C:8]([S:12]([CH3:13])(=[O:37])=[O:40])=[N:7][C:6]=2[N:5]([C:14]2[CH:15]=[C:16]([NH:20][C:21](=[O:27])[O:22][C:23]([CH3:24])([CH3:26])[CH3:25])[CH:17]=[CH:18][CH:19]=2)[C:4](=[O:28])[CH:3]=1, predict the reactants needed to synthesize it. The reactants are: [CH3:1][C:2]1[C:11]2[CH:10]=[N:9][C:8]([S:12][CH3:13])=[N:7][C:6]=2[N:5]([C:14]2[CH:15]=[C:16]([NH:20][C:21](=[O:27])[O:22][C:23]([CH3:26])([CH3:25])[CH3:24])[CH:17]=[CH:18][CH:19]=2)[C:4](=[O:28])[CH:3]=1.C1C=C(Cl)C=C(C(OO)=[O:37])C=1.[OH-:40].[Na+]. (4) The reactants are: [NH2:1][C:2]1[CH:3]=[CH:4][CH:5]=[C:6]2[C:11]=1[CH:10]=[C:9]([O:12][C:13]1[CH:14]=[CH:15][C:16]3[N:20]=[C:19]([CH2:21][O:22][C:23]4[CH:36]=[CH:35][C:26]([CH2:27][CH:28]5[S:32][C:31](=[O:33])[NH:30][C:29]5=[O:34])=[CH:25][CH:24]=4)[N:18]([CH3:37])[C:17]=3[CH:38]=1)[CH:8]=[CH:7]2.[CH2:39]([N:46]=[C:47]=[S:48])[C:40]1[CH:45]=[CH:44][CH:43]=[CH:42][CH:41]=1. Given the product [CH2:39]([NH:46][C:47]([NH:1][C:2]1[C:11]2[C:6](=[CH:7][CH:8]=[C:9]([O:12][C:13]3[CH:14]=[CH:15][C:16]4[N:20]=[C:19]([CH2:21][O:22][C:23]5[CH:24]=[CH:25][C:26]([CH2:27][CH:28]6[S:32][C:31](=[O:33])[NH:30][C:29]6=[O:34])=[CH:35][CH:36]=5)[N:18]([CH3:37])[C:17]=4[CH:38]=3)[CH:10]=2)[CH:5]=[CH:4][CH:3]=1)=[S:48])[C:40]1[CH:45]=[CH:44][CH:43]=[CH:42][CH:41]=1, predict the reactants needed to synthesize it. (5) Given the product [CH2:22]([C:9]1[C:10](=[O:21])[N:11]([C:15]2[CH:16]=[CH:17][CH:18]=[CH:19][CH:20]=2)[C:12]2[C:7]([CH:8]=1)=[C:6]([OH:29])[C:5]([C:3]([NH:30][CH2:31][CH2:32][C:33]([OH:35])=[O:34])=[O:4])=[N:14][CH:13]=2)[C:23]1[CH:24]=[CH:25][CH:26]=[CH:27][CH:28]=1, predict the reactants needed to synthesize it. The reactants are: CO[C:3]([C:5]1[C:6]([OH:29])=[C:7]2[C:12](=[CH:13][N:14]=1)[N:11]([C:15]1[CH:20]=[CH:19][CH:18]=[CH:17][CH:16]=1)[C:10](=[O:21])[C:9]([CH2:22][C:23]1[CH:28]=[CH:27][CH:26]=[CH:25][CH:24]=1)=[CH:8]2)=[O:4].[NH2:30][CH2:31][CH2:32][C:33]([OH:35])=[O:34].C[O-].[Na+]. (6) Given the product [Cl:1][C:2]1[CH:22]=[C:21]([Cl:23])[CH:20]=[CH:19][C:3]=1[CH:4]([O:12][CH:13]1[CH2:14][CH2:15][N:16]([C:45]([NH:47][CH:48]2[CH2:55][CH2:54][CH2:56][CH2:50][CH2:49]2)=[O:46])[CH2:17][CH2:18]1)[C:5]1[CH:10]=[CH:9][C:8]([Cl:11])=[CH:7][CH:6]=1, predict the reactants needed to synthesize it. The reactants are: [Cl:1][C:2]1[CH:22]=[C:21]([Cl:23])[CH:20]=[CH:19][C:3]=1[CH:4]([O:12][CH:13]1[CH2:18][CH2:17][NH:16][CH2:15][CH2:14]1)[C:5]1[CH:10]=[CH:9][C:8]([Cl:11])=[CH:7][CH:6]=1.[N-]=C=O.ClC1C=CC=CC=1C(OC1CCN([C:45]([NH:47][C:48]23CC4C[CH:54]([CH2:56][CH:50](C4)[CH2:49]2)[CH2:55]3)=[O:46])CC1)C1C=CC(Cl)=CC=1. (7) The reactants are: [OH:1][C:2]1[C:3]2[CH2:24][N:23]([C:25]([O:27][C:28]([CH3:31])([CH3:30])[CH3:29])=[O:26])[CH2:22][CH2:21][C:4]=2[N:5]=[C:6]([NH:8][C:9]2[CH:14]=[CH:13][C:12]([C:15]3[CH:16]=[N:17][N:18]([CH3:20])[CH:19]=3)=[CH:11][CH:10]=2)[N:7]=1.N1CCCN2CCCCCC=12.[F:43][C:44]([F:63])([F:62])[S:45](N(C1C=CC=CC=1)[S:45]([C:44]([F:63])([F:62])[F:43])(=[O:47])=[O:46])(=[O:47])=[O:46]. Given the product [CH3:20][N:18]1[CH:19]=[C:15]([C:12]2[CH:13]=[CH:14][C:9]([NH:8][C:6]3[N:7]=[C:2]([O:1][S:45]([C:44]([F:63])([F:62])[F:43])(=[O:47])=[O:46])[C:3]4[CH2:24][N:23]([C:25]([O:27][C:28]([CH3:31])([CH3:30])[CH3:29])=[O:26])[CH2:22][CH2:21][C:4]=4[N:5]=3)=[CH:10][CH:11]=2)[CH:16]=[N:17]1, predict the reactants needed to synthesize it. (8) The reactants are: [I:1][C:2]1[C:10]([CH3:11])=[CH:9][CH:8]=[CH:7][C:3]=1[C:4]([OH:6])=O.[CH2:12]([O:14][C:15]([C:17]1([NH2:28])[CH2:25][C:24]2[C:19](=[CH:20][C:21]([F:27])=[C:22]([F:26])[CH:23]=2)[CH2:18]1)=[O:16])[CH3:13].CN(C(ON1N=NC2C=CC=NC1=2)=[N+](C)C)C.F[P-](F)(F)(F)(F)F.CCN(C(C)C)C(C)C. Given the product [CH2:12]([O:14][C:15]([C:17]1([NH:28][C:4](=[O:6])[C:3]2[CH:7]=[CH:8][CH:9]=[C:10]([CH3:11])[C:2]=2[I:1])[CH2:25][C:24]2[C:19](=[CH:20][C:21]([F:27])=[C:22]([F:26])[CH:23]=2)[CH2:18]1)=[O:16])[CH3:13], predict the reactants needed to synthesize it. (9) Given the product [NH2:17][C:16]1[N:1]([C:3]2[CH:8]=[CH:7][CH:6]=[CH:5][N:4]=2)[N:2]=[CH:12][C:13]=1[C:14]#[N:15], predict the reactants needed to synthesize it. The reactants are: [NH:1]([C:3]1[CH:8]=[CH:7][CH:6]=[CH:5][N:4]=1)[NH2:2].C(O[CH:12]=[C:13]([C:16]#[N:17])[C:14]#[N:15])C.C(N(CC)CC)C.